Dataset: Forward reaction prediction with 1.9M reactions from USPTO patents (1976-2016). Task: Predict the product of the given reaction. (1) The product is: [C:8]([C:6]1[N:7]=[C:2]([C:14]2[CH:15]=[CH:16][CH:55]=[C:54]([O:53][CH3:52])[C:13]=2[C:12]#[N:11])[C:3]([NH:31][C@@H:32]2[CH2:36][CH2:35][N:34]([C:37]([O:39][C:40]([CH3:43])([CH3:42])[CH3:41])=[O:38])[CH2:33]2)=[N:4][C:5]=1[NH:11][C:12]1[CH:17]=[CH:16][C:15]([N:18]2[CH2:23][CH2:22][CH:21]([N:24]3[CH2:29][CH2:28][N:27]([CH3:30])[CH2:26][CH2:25]3)[CH2:20][CH2:19]2)=[CH:14][CH:13]=1)(=[O:10])[NH2:9]. Given the reactants Br[C:2]1[C:3]([NH:31][C@@H:32]2[CH2:36][CH2:35][N:34]([C:37]([O:39][C:40]([CH3:43])([CH3:42])[CH3:41])=[O:38])[CH2:33]2)=[N:4][C:5]([NH:11][C:12]2[CH:17]=[CH:16][C:15]([N:18]3[CH2:23][CH2:22][CH:21]([N:24]4[CH2:29][CH2:28][N:27]([CH3:30])[CH2:26][CH2:25]4)[CH2:20][CH2:19]3)=[CH:14][CH:13]=2)=[C:6]([C:8](=[O:10])[NH2:9])[N:7]=1.C(=O)([O-])[O-].[Na+].[Na+].O1[CH2:55][CH2:54][O:53][CH2:52]C1, predict the reaction product. (2) Given the reactants Br[C:2]1[CH:3]=[C:4]2[N:10]=[N:9][N:8]([CH:11]([CH3:13])[CH3:12])[C:5]2=[N:6][CH:7]=1.[CH3:14][C:15]1([CH3:31])[C:19]([CH3:21])([CH3:20])[O:18][B:17]([B:17]2[O:18][C:19]([CH3:21])([CH3:20])[C:15]([CH3:31])([CH3:14])[O:16]2)[O:16]1.C([O-])(=O)C.[K+], predict the reaction product. The product is: [CH:11]([N:8]1[C:5]2=[N:6][CH:7]=[C:2]([B:17]3[O:18][C:19]([CH3:21])([CH3:20])[C:15]([CH3:31])([CH3:14])[O:16]3)[CH:3]=[C:4]2[N:10]=[N:9]1)([CH3:13])[CH3:12]. (3) Given the reactants C(OC(=O)[NH:7][C@H:8]1[CH2:13][CH2:12][C@@H:11]([NH:14][C:15]([C:17]2[C:18]([NH:24][C:25]3[CH:30]=[CH:29][CH:28]=[C:27]([O:31][CH2:32][CH2:33][N:34]4[CH2:39][CH2:38][O:37][CH2:36][CH2:35]4)[CH:26]=3)=[N:19][CH:20]=[C:21]([F:23])[CH:22]=2)=[O:16])[CH2:10][CH2:9]1)(C)(C)C.C(N1C=CN=C1)(N1C=CN=C1)=O.[H-].[Na+], predict the reaction product. The product is: [NH2:7][C@@H:8]1[CH2:9][CH2:10][C@H:11]([NH:14][C:15](=[O:16])[C:17]2[CH:22]=[C:21]([F:23])[CH:20]=[N:19][C:18]=2[NH:24][C:25]2[CH:30]=[CH:29][CH:28]=[C:27]([O:31][CH2:32][CH2:33][N:34]3[CH2:39][CH2:38][O:37][CH2:36][CH2:35]3)[CH:26]=2)[CH2:12][CH2:13]1. (4) Given the reactants [C@H:1]1([OH:8])[CH2:6][CH2:5][CH2:4][C@H:3]([OH:7])[CH2:2]1.[C:9]([O:13][C:14](=[O:17])[CH2:15]Br)([CH3:12])([CH3:11])[CH3:10], predict the reaction product. The product is: [C:9]([O:13][C:14](=[O:17])[CH2:15][O:7][C@H:3]1[CH2:4][CH2:5][CH2:6][C@@H:1]([OH:8])[CH2:2]1)([CH3:12])([CH3:11])[CH3:10].